Dataset: Forward reaction prediction with 1.9M reactions from USPTO patents (1976-2016). Task: Predict the product of the given reaction. (1) Given the reactants [CH2:1]([C@H:8]1[N:13]([C:14]([C:16]2[N:17]=[CH:18][N:19]([C@H:27]3[CH2:32][CH2:31][CH2:30][CH2:29][C:28]3([OH:36])[CH2:33][CH2:34][OH:35])[C:20]=2[C:21]2[CH:26]=[CH:25][CH:24]=[CH:23][CH:22]=2)=[O:15])[CH2:12][CH2:11][N:10]([C:37]([O:39][C:40]([CH3:43])([CH3:42])[CH3:41])=[O:38])[CH2:9]1)[C:2]1[CH:7]=[CH:6][CH:5]=[CH:4][CH:3]=1.CC(OI1(OC(C)=O)(OC(C)=O)OC(=O)C2C=CC=CC1=2)=O, predict the reaction product. The product is: [CH2:1]([C@H:8]1[N:13]([C:14]([C:16]2[N:17]=[CH:18][N:19]([C@H:27]3[CH2:32][CH2:31][CH2:30][CH2:29][C:28]3([OH:36])[CH2:33][CH:34]=[O:35])[C:20]=2[C:21]2[CH:26]=[CH:25][CH:24]=[CH:23][CH:22]=2)=[O:15])[CH2:12][CH2:11][N:10]([C:37]([O:39][C:40]([CH3:43])([CH3:42])[CH3:41])=[O:38])[CH2:9]1)[C:2]1[CH:7]=[CH:6][CH:5]=[CH:4][CH:3]=1. (2) Given the reactants N(OC(C)(C)C)=O.[CH2:8]([O:10][C:11]([C:13]1[NH:14][C:15]2[C:20]([CH:21]=1)=[C:19]([O:22][C:23]1[CH:28]=[CH:27][C:26]([F:29])=[CH:25][C:24]=1N)[CH:18]=[CH:17][CH:16]=2)=[O:12])[CH3:9], predict the reaction product. The product is: [CH2:8]([O:10][C:11]([C:13]1[NH:14][C:15]2[C:20]([CH:21]=1)=[C:19]([O:22][C:23]1[CH:24]=[CH:25][C:26]([F:29])=[CH:27][CH:28]=1)[CH:18]=[CH:17][CH:16]=2)=[O:12])[CH3:9]. (3) Given the reactants C[O:2][C:3]1[CH:4]=[C:5]2[C:10](=[CH:11][CH:12]=1)[C:9]([C:13](=[O:29])[C:14]1[CH:19]=[CH:18][C:17]([O:20][CH2:21][CH2:22][N:23]3[CH2:28][CH2:27][CH2:26][CH2:25][CH2:24]3)=[CH:16][CH:15]=1)=[C:8](OS(C(F)(F)F)(=O)=O)[CH:7]=[CH:6]2.[F:38][C:39]1[C:44]([F:45])=[CH:43][CH:42]=[CH:41][C:40]=1B(O)O.[F-].[Cs+], predict the reaction product. The product is: [F:38][C:39]1[C:44]([F:45])=[CH:43][CH:42]=[CH:41][C:40]=1[C:8]1[CH:7]=[CH:6][C:5]2[C:10](=[CH:11][CH:12]=[C:3]([OH:2])[CH:4]=2)[C:9]=1[C:13]([C:14]1[CH:19]=[CH:18][C:17]([O:20][CH2:21][CH2:22][N:23]2[CH2:28][CH2:27][CH2:26][CH2:25][CH2:24]2)=[CH:16][CH:15]=1)=[O:29]. (4) The product is: [OH:26][C:21]1([C:19]#[C:20][C:2]2[CH:3]=[CH:4][C:5]3[O:11][CH2:10][CH2:9][N:8]4[CH:12]=[C:13]([C:15]([NH2:17])=[O:16])[N:14]=[C:7]4[C:6]=3[CH:18]=2)[CH2:25][CH2:24][CH2:23][CH2:22]1. Given the reactants Br[C:2]1[CH:3]=[CH:4][C:5]2[O:11][CH2:10][CH2:9][N:8]3[CH:12]=[C:13]([C:15]([NH2:17])=[O:16])[N:14]=[C:7]3[C:6]=2[CH:18]=1.[C:19]([C:21]1([OH:26])[CH2:25][CH2:24][CH2:23][CH2:22]1)#[CH:20], predict the reaction product. (5) Given the reactants [C:1]1([C:7](C2C=CC=CC=2)([C:15]2[CH:20]=[CH:19][CH:18]=[CH:17][CH:16]=2)[C:8]2[CH:13]=[CH:12][C:11](O)=[CH:10][CH:9]=2)[CH:6]=[CH:5][CH:4]=[CH:3][CH:2]=1.[C:27]1(P([C:27]2[CH:32]=[CH:31][CH:30]=[CH:29][CH:28]=2)[C:27]2[CH:32]=[CH:31][CH:30]=[CH:29][CH:28]=2)[CH:32]=[CH:31][CH:30]=[CH:29][CH:28]=1.[C:46]([O:50][CH2:51][CH2:52][OH:53])(=[O:49])[CH:47]=[CH2:48].N(C(OCC)=O)=NC(OCC)=O, predict the reaction product. The product is: [C:46]([O:50][CH2:51][CH:52]([C:7]([C:15]1[CH:20]=[CH:19][CH:18]=[CH:17][CH:16]=1)([C:8]1[CH:9]=[CH:10][CH:11]=[CH:12][CH:13]=1)[C:1]1[CH:2]=[CH:3][CH:4]=[CH:5][CH:6]=1)[O:53][C:27]1[CH:32]=[CH:31][CH:30]=[CH:29][CH:28]=1)(=[O:49])[CH:47]=[CH2:48].